This data is from Full USPTO retrosynthesis dataset with 1.9M reactions from patents (1976-2016). The task is: Predict the reactants needed to synthesize the given product. (1) Given the product [CH2:1]([C:3]([C:21]1[CH:26]=[CH:25][C:24]([O:27][CH2:35][C@H:33]2[NH:34][C:30](=[O:29])[CH2:31][CH2:32]2)=[C:23]([CH3:28])[CH:22]=1)([C:6]1[CH:11]=[CH:10][C:9]([CH2:12][CH2:13][CH:14]([OH:19])[C:15]([CH3:17])([CH3:18])[CH3:16])=[C:8]([CH3:20])[CH:7]=1)[CH2:4][CH3:5])[CH3:2], predict the reactants needed to synthesize it. The reactants are: [CH2:1]([C:3]([C:21]1[CH:26]=[CH:25][C:24]([OH:27])=[C:23]([CH3:28])[CH:22]=1)([C:6]1[CH:11]=[CH:10][C:9]([CH2:12][CH2:13][CH:14]([OH:19])[C:15]([CH3:18])([CH3:17])[CH3:16])=[C:8]([CH3:20])[CH:7]=1)[CH2:4][CH3:5])[CH3:2].[O:29]=[C:30]1[NH:34][C@H:33]([CH2:35]OS(C2C=CC(C)=CC=2)(=O)=O)[CH2:32][CH2:31]1. (2) Given the product [F:40][C:36]1[C:35]([CH3:41])=[C:34]([CH:39]=[CH:38][CH:37]=1)[CH2:33][C:17]1[N:18]([C:27]2[CH:28]=[CH:29][CH:30]=[CH:31][CH:32]=2)[C:19]2[C:24]([C:16]=1[C:14]([N:11]1[CH2:10][CH2:9][NH:8][CH2:13][CH2:12]1)=[O:15])=[CH:23][C:22]([O:25][CH3:26])=[CH:21][CH:20]=2.[F:45][C:44]([F:47])([F:46])[C:42]([OH:48])=[O:43].[F:40][C:36]1[C:35]([CH3:41])=[C:34]([CH:39]=[CH:38][CH:37]=1)[CH2:33][C:17]1[N:18]([C:27]2[CH:28]=[CH:29][CH:30]=[CH:31][CH:32]=2)[C:19]2[C:24]([C:16]=1[C:14]([N:11]1[CH2:10][CH2:9][NH:8][CH2:13][CH2:12]1)=[O:15])=[CH:23][C:22]([O:25][CH3:26])=[CH:21][CH:20]=2, predict the reactants needed to synthesize it. The reactants are: C(OC([N:8]1[CH2:13][CH2:12][N:11]([C:14]([C:16]2[C:24]3[C:19](=[CH:20][CH:21]=[C:22]([O:25][CH3:26])[CH:23]=3)[N:18]([C:27]3[CH:32]=[CH:31][CH:30]=[CH:29][CH:28]=3)[C:17]=2[CH2:33][C:34]2[CH:39]=[CH:38][CH:37]=[C:36]([F:40])[C:35]=2[CH3:41])=[O:15])[CH2:10][CH2:9]1)=O)(C)(C)C.[C:42]([OH:48])([C:44]([F:47])([F:46])[F:45])=[O:43]. (3) Given the product [F:11][C:8]1[CH:9]=[N:10][C:2]([NH:25][C:21]2[CH:22]=[CH:23][CH:24]=[C:19]([I:18])[CH:20]=2)=[C:3]([CH:7]=1)[C:4]([OH:6])=[O:5], predict the reactants needed to synthesize it. The reactants are: Cl[C:2]1[N:10]=[CH:9][C:8]([F:11])=[CH:7][C:3]=1[C:4]([OH:6])=[O:5].C(=O)([O-])[O-].[K+].[K+].[I:18][C:19]1[CH:20]=[C:21]([NH2:25])[CH:22]=[CH:23][CH:24]=1.Cl.